Dataset: NCI-60 drug combinations with 297,098 pairs across 59 cell lines. Task: Regression. Given two drug SMILES strings and cell line genomic features, predict the synergy score measuring deviation from expected non-interaction effect. Drug 1: CC1OCC2C(O1)C(C(C(O2)OC3C4COC(=O)C4C(C5=CC6=C(C=C35)OCO6)C7=CC(=C(C(=C7)OC)O)OC)O)O. Drug 2: CNC(=O)C1=NC=CC(=C1)OC2=CC=C(C=C2)NC(=O)NC3=CC(=C(C=C3)Cl)C(F)(F)F. Cell line: IGROV1. Synergy scores: CSS=34.7, Synergy_ZIP=-12.9, Synergy_Bliss=-1.65, Synergy_Loewe=0.181, Synergy_HSA=0.810.